This data is from Catalyst prediction with 721,799 reactions and 888 catalyst types from USPTO. The task is: Predict which catalyst facilitates the given reaction. (1) Reactant: [C:1]12([C:11]3[CH:16]=[C:15]([CH3:17])[CH:14]=[CH:13][C:12]=3[OH:18])[CH2:10][CH:5]3[CH2:6][CH:7]([CH2:9][CH:3]([CH2:4]3)[CH2:2]1)[CH2:8]2.[Cl:19][C:20]1[CH:25]=[C:24]([S:26]([C:29]([F:32])([F:31])[F:30])(=[O:28])=[O:27])[CH:23]=[CH:22][C:21]=1[N:33]=[C:34]=[O:35]. Product: [C:1]12([C:11]3[C:12]([OH:18])=[C:13]([CH:14]=[C:15]([CH3:17])[CH:16]=3)[C:34]([NH:33][C:21]3[CH:22]=[CH:23][C:24]([S:26]([C:29]([F:30])([F:31])[F:32])(=[O:27])=[O:28])=[CH:25][C:20]=3[Cl:19])=[O:35])[CH2:8][CH:7]3[CH2:9][CH:3]([CH2:4][CH:5]([CH2:6]3)[CH2:10]1)[CH2:2]2. The catalyst class is: 243. (2) Reactant: CS([C:5]1[N:9]=[C:8]([CH:10]2[CH2:15][CH2:14][CH:13]([CH3:16])[CH2:12][CH2:11]2)[S:7][N:6]=1)(=O)=O.[CH2:17]([OH:21])[C:18]#[C:19][CH3:20].[H-].[Na+]. Product: [CH3:16][CH:13]1[CH2:14][CH2:15][CH:10]([C:8]2[S:7][N:6]=[C:5]([O:21][CH2:17][C:18]#[C:19][CH3:20])[N:9]=2)[CH2:11][CH2:12]1. The catalyst class is: 391. (3) Reactant: [Cr](Cl)([O-])(=O)=O.[NH+]1C=CC=CC=1.[CH3:12][O:13][C:14]1[CH:19]=[CH:18][C:17]([CH:20]([C:22]2[CH:27]=[CH:26][C:25]([O:28][CH3:29])=[C:24]([O:30][CH3:31])[CH:23]=2)[OH:21])=[CH:16][C:15]=1[N+:32]([O-:34])=[O:33]. Product: [CH3:12][O:13][C:14]1[CH:19]=[CH:18][C:17]([C:20]([C:22]2[CH:27]=[CH:26][C:25]([O:28][CH3:29])=[C:24]([O:30][CH3:31])[CH:23]=2)=[O:21])=[CH:16][C:15]=1[N+:32]([O-:34])=[O:33]. The catalyst class is: 2. (4) Reactant: Cl[C:2]1[N:7]=[C:6]([N:8]2[CH2:12][CH2:11][C@:10]([CH:15]3[CH2:17][CH2:16]3)([C:13]#[N:14])[C:9]2=[O:18])[CH:5]=[CH:4][N:3]=1.[NH2:19][C:20]1[CH:21]=[N:22][N:23]([C:25]2([CH2:29][OH:30])[CH2:28][CH2:27][CH2:26]2)[CH:24]=1.C(O)(=O)C. Product: [CH:15]1([C@:10]2([C:13]#[N:14])[CH2:11][CH2:12][N:8]([C:6]3[CH:5]=[CH:4][N:3]=[C:2]([NH:19][C:20]4[CH:21]=[N:22][N:23]([C:25]5([CH2:29][OH:30])[CH2:28][CH2:27][CH2:26]5)[CH:24]=4)[N:7]=3)[C:9]2=[O:18])[CH2:17][CH2:16]1. The catalyst class is: 41. (5) Reactant: [S:1]1[CH:5]=[CH:4][C:3]([CH2:6][C:7]([NH:9][NH2:10])=[O:8])=[CH:2]1.[F:11][C:12]([F:23])([F:22])[C:13]1[CH:18]=[CH:17][N:16]=[CH:15][C:14]=1[C:19](O)=O.N. Product: [S:1]1[CH:5]=[CH:4][C:3]([CH2:6][C:7]2[O:8][C:19]([C:14]3[CH:15]=[N:16][CH:17]=[CH:18][C:13]=3[C:12]([F:23])([F:11])[F:22])=[N:10][N:9]=2)=[CH:2]1. The catalyst class is: 286. (6) Reactant: [H-].[Na+].[NH2:3][C@@H:4]([CH:7]([CH3:9])[CH3:8])[CH2:5][OH:6].Cl[CH2:11][C:12](OCC)=[O:13].[Cl-].[NH4+]. Product: [CH:7]([C@@H:4]1[NH:3][C:12](=[O:13])[CH2:11][O:6][CH2:5]1)([CH3:9])[CH3:8]. The catalyst class is: 11.